From a dataset of Catalyst prediction with 721,799 reactions and 888 catalyst types from USPTO. Predict which catalyst facilitates the given reaction. (1) Reactant: [CH3:1][C:2]([C:5]1[NH:27][C:8]2=[N:9][CH:10]=[CH:11][C:12]([C:13]3[CH:14]=[N:15][C:16]([S:19]([N:22]4[CH2:26][CH2:25][CH2:24][CH2:23]4)(=[O:21])=[O:20])=[CH:17][CH:18]=3)=[C:7]2[CH:6]=1)([CH3:4])[CH3:3].[ClH:28]. Product: [ClH:28].[CH3:4][C:2]([C:5]1[NH:27][C:8]2=[N:9][CH:10]=[CH:11][C:12]([C:13]3[CH:14]=[N:15][C:16]([S:19]([N:22]4[CH2:26][CH2:25][CH2:24][CH2:23]4)(=[O:20])=[O:21])=[CH:17][CH:18]=3)=[C:7]2[CH:6]=1)([CH3:1])[CH3:3]. The catalyst class is: 71. (2) The catalyst class is: 1. Reactant: [CH:1]1([C@H:5]([NH:7][C:8]2[N:16]=[C:15]([C:17]3[NH:21][C:20](=[O:22])[O:19][N:18]=3)[N:14]=[C:13]3[C:9]=2[N:10]([CH2:33][C@H:34]2[CH2:39][CH2:38][C@H:37]([CH3:40])[CH2:36][CH2:35]2)[C:11]([C:23]2[CH:28]=[C:27]([C:29]([CH3:31])=[CH2:30])[C:26]([F:32])=[CH:25][N:24]=2)=[N:12]3)[CH3:6])[CH2:4][CH2:3][CH2:2]1.[BH4-].[Na+]. Product: [CH:1]1([C@H:5]([NH:7][C:8]2[N:16]=[C:15]([C:17]3[NH:21][C:20](=[O:22])[O:19][N:18]=3)[N:14]=[C:13]3[C:9]=2[N:10]([CH2:33][C@H:34]2[CH2:39][CH2:38][C@H:37]([CH3:40])[CH2:36][CH2:35]2)[C:11]([C:23]2[CH:28]=[C:27]([CH:29]([CH3:30])[CH3:31])[C:26]([F:32])=[CH:25][N:24]=2)=[N:12]3)[CH3:6])[CH2:4][CH2:3][CH2:2]1. (3) Product: [C:48]([O:15][CH2:14][C:13]([CH3:17])([CH3:16])[CH2:12][N:11]1[C:5]2[CH:4]=[CH:3][C:2]([Cl:1])=[CH:41][C:6]=2[C@@H:7]([C:31]2[CH:36]=[CH:35][CH:34]=[C:33]([O:37][CH3:38])[C:32]=2[O:39][CH3:40])[O:8][C@H:9]([CH2:19][C:20]([NH:22][C:23]2[CH:27]=[CH:26][S:25][C:24]=2[C:28]([OH:30])=[O:29])=[O:21])[C:10]1=[O:18])(=[O:50])[CH3:49]. The catalyst class is: 6. Reactant: [Cl:1][C:2]1[CH:3]=[CH:4][C:5]2[N:11]([CH2:12][C:13]([CH3:17])([CH3:16])[CH2:14][OH:15])[C:10](=[O:18])[C@@H:9]([CH2:19][C:20]([NH:22][C:23]3[CH:27]=[CH:26][S:25][C:24]=3[C:28]([OH:30])=[O:29])=[O:21])[O:8][C@H:7]([C:31]3[CH:36]=[CH:35][CH:34]=[C:33]([O:37][CH3:38])[C:32]=3[O:39][CH3:40])[C:6]=2[CH:41]=1.N1C=CC=CC=1.[C:48](OCC)(=[O:50])[CH3:49].C(Cl)(=O)C. (4) Reactant: Br[C:2]1[CH:7]=[CH:6][C:5]([N:8]([C:13]2[C:31]([CH:32]3[CH2:34][CH2:33]3)=[CH:30][C:16]3[C:17]([C:27]([OH:29])=[O:28])=[C:18]([C:20]4[CH:25]=[CH:24][C:23]([Cl:26])=[CH:22][CH:21]=4)[O:19][C:15]=3[CH:14]=2)[S:9]([CH3:12])(=[O:11])=[O:10])=[CH:4][C:3]=1[Cl:35].[CH3:36][C:37]1([CH3:53])[C:41]([CH3:43])([CH3:42])[O:40][B:39]([B:39]2[O:40][C:41]([CH3:43])([CH3:42])[C:37]([CH3:53])([CH3:36])[O:38]2)[O:38]1.C([O-])(=O)C.[K+]. Product: [Cl:35][C:3]1[CH:4]=[C:5]([N:8]([C:13]2[C:31]([CH:32]3[CH2:34][CH2:33]3)=[CH:30][C:16]3[C:17]([C:27]([OH:29])=[O:28])=[C:18]([C:20]4[CH:25]=[CH:24][C:23]([Cl:26])=[CH:22][CH:21]=4)[O:19][C:15]=3[CH:14]=2)[S:9]([CH3:12])(=[O:11])=[O:10])[CH:6]=[CH:7][C:2]=1[B:39]1[O:40][C:41]([CH3:43])([CH3:42])[C:37]([CH3:53])([CH3:36])[O:38]1. The catalyst class is: 462. (5) Reactant: [Br:1][C:2]1[CH:3]=[CH:4][C:5](=[O:11])[N:6]([CH2:8][CH2:9]Br)[CH:7]=1.[CH3:12][O:13][C:14]1[CH:15]=[C:16]2[C:21](=[CH:22][C:23]=1[O:24][CH3:25])[N:20]=[CH:19][CH:18]=[C:17]2[OH:26].C(=O)([O-])[O-].[Cs+].[Cs+]. Product: [Br:1][C:2]1[CH:3]=[CH:4][C:5](=[O:11])[N:6]([CH2:8][CH2:9][N:20]2[C:21]3[C:16](=[CH:15][C:14]([O:13][CH3:12])=[C:23]([O:24][CH3:25])[CH:22]=3)[C:17](=[O:26])[CH:18]=[CH:19]2)[CH:7]=1. The catalyst class is: 3. (6) Reactant: [C:1]1([C:7]([C:12]2[CH:17]=[CH:16][CH:15]=[CH:14][CH:13]=2)([CH3:11])[C:8]([OH:10])=O)[CH:6]=[CH:5][CH:4]=[CH:3][CH:2]=1.[CH:18]12[CH:25]([NH2:26])[CH:22]([CH2:23][CH2:24]1)[CH2:21][NH:20][CH2:19]2.CN1CCOCC1.ON1[C:39]2[CH:40]=[CH:41][CH:42]=[CH:43][C:38]=2N=N1.Cl.CN(C)CCCN=C=NCC. Product: [CH2:19]([N:20]1[CH2:21][CH:22]2[CH:25]([NH:26][C:8](=[O:10])[C:7]([C:1]3[CH:2]=[CH:3][CH:4]=[CH:5][CH:6]=3)([C:12]3[CH:17]=[CH:16][CH:15]=[CH:14][CH:13]=3)[CH3:11])[CH:18]1[CH2:24][CH2:23]2)[C:38]1[CH:43]=[CH:42][CH:41]=[CH:40][CH:39]=1. The catalyst class is: 9.